From a dataset of Full USPTO retrosynthesis dataset with 1.9M reactions from patents (1976-2016). Predict the reactants needed to synthesize the given product. Given the product [CH3:27][O:26][C:23]1[CH:24]=[C:25]2[C:20](=[CH:21][C:22]=1[O:28][CH3:29])[N:19]=[CH:18][CH:17]=[C:16]2[O:1][C:2]1[C:3]([C:12](=[O:14])[CH3:13])=[CH:4][C:5]2[C:10]([CH:11]=1)=[CH:9][CH:8]=[CH:7][CH:6]=2, predict the reactants needed to synthesize it. The reactants are: [OH:1][C:2]1[C:3]([C:12](=[O:14])[CH3:13])=[CH:4][C:5]2[C:10]([CH:11]=1)=[CH:9][CH:8]=[CH:7][CH:6]=2.Cl[C:16]1[C:25]2[C:20](=[CH:21][C:22]([O:28][CH3:29])=[C:23]([O:26][CH3:27])[CH:24]=2)[N:19]=[CH:18][CH:17]=1.